This data is from Peptide-MHC class II binding affinity with 134,281 pairs from IEDB. The task is: Regression. Given a peptide amino acid sequence and an MHC pseudo amino acid sequence, predict their binding affinity value. This is MHC class II binding data. (1) The peptide sequence is SDCALAHIRQSSYTD. The MHC is DRB1_0101 with pseudo-sequence DRB1_0101. The binding affinity (normalized) is 0.520. (2) The peptide sequence is GCLQIVDKIDAAFKI. The MHC is DRB3_0101 with pseudo-sequence DRB3_0101. The binding affinity (normalized) is 0.468. (3) The MHC is HLA-DPA10103-DPB10301 with pseudo-sequence HLA-DPA10103-DPB10301. The peptide sequence is RLEFDEFVTLAAKFI. The binding affinity (normalized) is 0.553. (4) The peptide sequence is VLPFHRWHTMVQTCT. The MHC is DRB1_0101 with pseudo-sequence DRB1_0101. The binding affinity (normalized) is 0.881. (5) The peptide sequence is GKIWPSHKGRPGNFLQSR. The MHC is DRB1_0401 with pseudo-sequence DRB1_0401. The binding affinity (normalized) is 0.286.